From a dataset of Catalyst prediction with 721,799 reactions and 888 catalyst types from USPTO. Predict which catalyst facilitates the given reaction. (1) Reactant: [OH:1][CH2:2][CH:3]1[CH2:8][N:7]([C:9]([O:11][C:12]([CH3:15])([CH3:14])[CH3:13])=[O:10])[CH2:6][CH2:5][N:4]1[C:16]([O:18][C:19]([CH3:22])([CH3:21])[CH3:20])=[O:17].[CH2:23]1COCC1.[H-].[Na+].IC. Product: [CH3:23][O:1][CH2:2][CH:3]1[CH2:8][N:7]([C:9]([O:11][C:12]([CH3:14])([CH3:15])[CH3:13])=[O:10])[CH2:6][CH2:5][N:4]1[C:16]([O:18][C:19]([CH3:22])([CH3:21])[CH3:20])=[O:17]. The catalyst class is: 6. (2) Reactant: ClC1C=C(N[C:9]2[N:14]=[CH:13][N:12]=[C:11]([NH:15]C(C3CC3)=O)[CH:10]=2)C(=O)N2C(C3C=CC=C(F)C=3)(C)NC(=O)C=12.ClC1C=[C:39]([N:41](CC2C=CC(OC)=CC=2)[C:42]2[CH:47]=[CH:46][N:45]=CN=2)C(=O)N2C3(CCCCC3)N(CC3C=CC(OC)=CC=3)C(=O)C=12.C(=O)([O-])[O-].[Cs+].[Cs+].ClCCl. Product: [CH3:39][N:41]1[CH:42]=[C:47]([C:10]2[C:11]([NH2:15])=[N:12][CH:13]=[N:14][CH:9]=2)[CH:46]=[N:45]1. The catalyst class is: 117.